Dataset: Full USPTO retrosynthesis dataset with 1.9M reactions from patents (1976-2016). Task: Predict the reactants needed to synthesize the given product. (1) The reactants are: [Br:1][C:2]1[C:3]([CH3:9])=[C:4]([CH:6]=[CH:7][CH:8]=1)[NH2:5].CO[CH:12]=[C:13]1[C:18](=[O:19])[O:17][C:16]([CH3:21])([CH3:20])[O:15][C:14]1=[O:22]. Given the product [Br:1][C:2]1[C:3]([CH3:9])=[C:4]([NH:5][CH:12]=[C:13]2[C:14](=[O:22])[O:15][C:16]([CH3:20])([CH3:21])[O:17][C:18]2=[O:19])[CH:6]=[CH:7][CH:8]=1, predict the reactants needed to synthesize it. (2) Given the product [C:1]([O:5][C:6]([N:8]1[CH2:13][CH2:12][CH2:11][CH2:10][CH:9]1[CH2:14][NH:15][C:18]1[O:19][C:20]2[CH:26]=[CH:25][CH:24]=[N:23][C:21]=2[N:22]=1)=[O:7])([CH3:4])([CH3:3])[CH3:2], predict the reactants needed to synthesize it. The reactants are: [C:1]([O:5][C:6]([N:8]1[CH2:13][CH2:12][CH2:11][CH2:10][CH:9]1[CH2:14][NH2:15])=[O:7])([CH3:4])([CH3:3])[CH3:2].CS[C:18]1[O:19][C:20]2[CH:26]=[CH:25][CH:24]=[N:23][C:21]=2[N:22]=1. (3) Given the product [C:2]([C:4]1[CH:9]=[CH:21][C:22]([N:18]([C:19]2[CH:6]=[CH:5][C:4]([C:2](=[O:3])[CH3:1])=[CH:9][CH:8]=2)[C:11]([NH2:13])=[O:12])=[CH:6][CH:5]=1)(=[O:3])[CH3:1], predict the reactants needed to synthesize it. The reactants are: [CH3:1][C:2]([C:4]1[CH:9]=[CH:8]C(N)=[CH:6][CH:5]=1)=[O:3].[C:11]([N:18]1[CH:22]=[CH:21]N=[CH:19]1)([N:13]1C=CN=C1)=[O:12]. (4) Given the product [CH2:11]([N:18]([CH3:30])[S:19]([C:22]1[CH:27]=[CH:26][CH:25]=[C:24]([CH:28]=[O:34])[CH:23]=1)(=[O:21])=[O:20])[C:12]1[CH:17]=[CH:16][CH:15]=[CH:14][CH:13]=1, predict the reactants needed to synthesize it. The reactants are: [H-].C([Al+]CC(C)C)C(C)C.[CH2:11]([N:18]([CH3:30])[S:19]([C:22]1[CH:27]=[CH:26][CH:25]=[C:24]([C:28]#N)[CH:23]=1)(=[O:21])=[O:20])[C:12]1[CH:17]=[CH:16][CH:15]=[CH:14][CH:13]=1.[C@H](O)(C([O-])=O)[C@@H](O)C([O-])=[O:34].[Na+].[K+].